This data is from Catalyst prediction with 721,799 reactions and 888 catalyst types from USPTO. The task is: Predict which catalyst facilitates the given reaction. (1) Reactant: [NH2:1][C:2]1[C:7]([F:8])=[CH:6][CH:5]=[CH:4][N:3]=1.C1C(=O)N([Br:16])C(=O)C1. Product: [NH2:1][C:2]1[C:7]([F:8])=[CH:6][C:5]([Br:16])=[CH:4][N:3]=1. The catalyst class is: 210. (2) Reactant: Br[C:2]1[CH:11]=[N:10][CH:9]=[C:8]2[C:3]=1[CH:4]=[C:5]([C:12]([NH2:14])=[O:13])[CH:6]=[N:7]2.[CH3:15][S:16]([C:19]1[CH:24]=[CH:23][C:22](B(O)O)=[CH:21][CH:20]=1)(=[O:18])=[O:17].C(=O)([O-])[O-].[Cs+].[Cs+]. Product: [CH3:15][S:16]([C:19]1[CH:24]=[CH:23][C:22]([C:2]2[CH:11]=[N:10][CH:9]=[C:8]3[C:3]=2[CH:4]=[C:5]([C:12]([NH2:14])=[O:13])[CH:6]=[N:7]3)=[CH:21][CH:20]=1)(=[O:18])=[O:17]. The catalyst class is: 688.